From a dataset of Forward reaction prediction with 1.9M reactions from USPTO patents (1976-2016). Predict the product of the given reaction. (1) Given the reactants [NH2:1][C:2]1[N:7]=[CH:6][N:5]=[C:4]([NH:8][C@H:9]([C:11]2[N:16]([C:17]3[CH:22]=[CH:21][CH:20]=[CH:19][CH:18]=3)[C:15](=[O:23])[C:14]3=[C:24]([CH3:27])[CH:25]=[CH:26][N:13]3[N:12]=2)[CH3:10])[C:3]=1Br.[F:29][C:30]1[CH:35]=[CH:34][C:33]([S:36]([NH:39][C:40]2[CH:45]=[C:44](B3OC(C)(C)C(C)(C)O3)[CH:43]=[C:42]([OH:55])[CH:41]=2)(=[O:38])=[O:37])=[CH:32][CH:31]=1.C(=O)([O-])[O-].[Cs+].[Cs+], predict the reaction product. The product is: [NH2:1][C:2]1[C:3]([C:44]2[CH:45]=[C:40]([NH:39][S:36]([C:33]3[CH:34]=[CH:35][C:30]([F:29])=[CH:31][CH:32]=3)(=[O:38])=[O:37])[CH:41]=[C:42]([OH:55])[CH:43]=2)=[C:4]([NH:8][C@H:9]([C:11]2[N:16]([C:17]3[CH:22]=[CH:21][CH:20]=[CH:19][CH:18]=3)[C:15](=[O:23])[C:14]3=[C:24]([CH3:27])[CH:25]=[CH:26][N:13]3[N:12]=2)[CH3:10])[N:5]=[CH:6][N:7]=1. (2) Given the reactants Cl.Cl.[O:3]1[C:8]2=[CH:9][CH:10]=[CH:11][C:7]2=[CH:6][C:5]([CH:12]2[CH2:17][CH2:16][CH2:15][CH2:14][N:13]2[CH2:18][CH2:19][C@H:20]2[CH2:25][CH2:24][C@H:23]([NH2:26])[CH2:22][CH2:21]2)=[CH:4]1.[CH:27]([C:30]1[CH:38]=[CH:37][C:33]([C:34](O)=[O:35])=[CH:32][CH:31]=1)([CH3:29])[CH3:28], predict the reaction product. The product is: [O:3]1[C:8]2=[CH:9][CH:10]=[CH:11][C:7]2=[CH:6][C:5]([CH:12]2[CH2:17][CH2:16][CH2:15][CH2:14][N:13]2[CH2:18][CH2:19][C@H:20]2[CH2:21][CH2:22][C@H:23]([NH:26][C:34](=[O:35])[C:33]3[CH:37]=[CH:38][C:30]([CH:27]([CH3:28])[CH3:29])=[CH:31][CH:32]=3)[CH2:24][CH2:25]2)=[CH:4]1. (3) Given the reactants ClC1C=C(N[C:18]2[CH:19]=[CH:20][CH:21]=[C:22]3[C:26]=2[N:25]([CH3:27])[CH:24]=[CH:23]3)C=CC=1C(C1C=CC=CC=1C)=O.[Br:28]C1C=CC=C2C=1NC=C2.C([O-])([O-])=O.[K+].[K+].CI, predict the reaction product. The product is: [Br:28][C:18]1[CH:19]=[CH:20][CH:21]=[C:22]2[C:26]=1[N:25]([CH3:27])[CH:24]=[CH:23]2.